From a dataset of Forward reaction prediction with 1.9M reactions from USPTO patents (1976-2016). Predict the product of the given reaction. (1) Given the reactants [CH3:1][N:2]1[C:6]([C:7]([NH:9][C:10]2[CH:11]=[C:12]([C:16]#[C:17][C:18]3[CH:19]=[C:20]([C:24]([N:26]=[S:27]([C:30]4[CH:31]=[C:32]([CH2:36][C:37]([O:39]C)=[O:38])[CH:33]=[CH:34][CH:35]=4)([CH3:29])=[O:28])=[O:25])[CH:21]=[N:22][CH:23]=3)[CH:13]=[CH:14][CH:15]=2)=[O:8])=[CH:5][C:4]([CH3:41])=[N:3]1.[OH-].[Na+].C(O)(=O)C, predict the reaction product. The product is: [CH3:1][N:2]1[C:6]([C:7]([NH:9][C:10]2[CH:11]=[C:12]([C:16]#[C:17][C:18]3[CH:19]=[C:20]([C:24]([N:26]=[S:27]([C:30]4[CH:31]=[C:32]([CH2:36][C:37]([OH:39])=[O:38])[CH:33]=[CH:34][CH:35]=4)([CH3:29])=[O:28])=[O:25])[CH:21]=[N:22][CH:23]=3)[CH:13]=[CH:14][CH:15]=2)=[O:8])=[CH:5][C:4]([CH3:41])=[N:3]1. (2) Given the reactants [F:1][C:2]1[CH:7]=[CH:6][C:5]([C@:8]23[CH2:16][CH2:15][CH2:14][C@H:13]2[CH2:12][S:11][C:10]([NH:17][C:18](=[O:24])[O:19][C:20]([CH3:23])([CH3:22])[CH3:21])=[N:9]3)=[CH:4][C:3]=1[OH:25].N1C=CC=CC=1.[F:32][C:33]([F:46])([F:45])[S:34](O[S:34]([C:33]([F:46])([F:45])[F:32])(=[O:36])=[O:35])(=[O:36])=[O:35], predict the reaction product. The product is: [F:32][C:33]([F:46])([F:45])[S:34]([O:25][C:3]1[CH:4]=[C:5]([C@:8]23[CH2:16][CH2:15][CH2:14][CH:13]2[CH2:12][S:11][C:10]([NH:17][C:18]([O:19][C:20]([CH3:21])([CH3:22])[CH3:23])=[O:24])=[N:9]3)[CH:6]=[CH:7][C:2]=1[F:1])(=[O:36])=[O:35]. (3) The product is: [Br:1][C:2]1[CH:3]=[C:4]([S:8][CH2:10][CH2:11][CH2:12][CH2:13][CH2:14][O:15][CH3:16])[CH:5]=[CH:6][CH:7]=1. Given the reactants [Br:1][C:2]1[CH:3]=[C:4]([SH:8])[CH:5]=[CH:6][CH:7]=1.Br[CH2:10][CH2:11][CH2:12][CH2:13][CH2:14][O:15][CH3:16], predict the reaction product.